This data is from Forward reaction prediction with 1.9M reactions from USPTO patents (1976-2016). The task is: Predict the product of the given reaction. (1) Given the reactants [NH2:1][C:2]1[CH:10]=[C:9]([O:11][CH3:12])[CH:8]=[C:7]([O:13][CH3:14])[C:3]=1[C:4]([NH2:6])=[O:5].C([Si](C)(C)[O:20][CH2:21][CH2:22][O:23][C:24]1[CH:31]=[CH:30][C:27]([CH:28]=O)=[CH:26][C:25]=1[O:32][CH3:33])(C)(C)C.S([O-])(O)=O.[Na+].O.C1(C)C=CC(S(O)(=O)=O)=CC=1, predict the reaction product. The product is: [OH:20][CH2:21][CH2:22][O:23][C:24]1[CH:31]=[CH:30][C:27]([C:28]2[NH:6][C:4](=[O:5])[C:3]3[C:2](=[CH:10][C:9]([O:11][CH3:12])=[CH:8][C:7]=3[O:13][CH3:14])[N:1]=2)=[CH:26][C:25]=1[O:32][CH3:33]. (2) Given the reactants Br[C:2]1[S:3][CH:4]=[CH:5][N:6]=1.[C:7]([C:9]1[CH:10]=[C:11](B(O)O)[CH:12]=[CH:13][C:14]=1[F:15])#[N:8].C([O-])([O-])=O.[K+].[K+].N#N, predict the reaction product. The product is: [F:15][C:14]1[CH:13]=[CH:12][C:11]([C:2]2[S:3][CH:4]=[CH:5][N:6]=2)=[CH:10][C:9]=1[C:7]#[N:8]. (3) Given the reactants ClC1C=C(C(C2CCN(C(OC(C)(C)C)=O)CC2)C)C=C(Cl)C=1.[Cl:24][C:25]1[CH:44]=[C:43]([Cl:45])[CH:42]=[CH:41][C:26]=1[O:27][CH:28]1[CH2:33][CH2:32][N:31](C(OC(C)(C)C)=O)[CH2:30][CH2:29]1, predict the reaction product. The product is: [Cl:24][C:25]1[CH:44]=[C:43]([Cl:45])[CH:42]=[CH:41][C:26]=1[O:27][CH:28]1[CH2:29][CH2:30][NH:31][CH2:32][CH2:33]1. (4) Given the reactants [C:1]([C:4]1[CH2:9][CH2:8][CH2:7][CH2:6][CH:5]=1)(=[O:3])[CH3:2].Cl.[CH3:11][NH:12][CH3:13].[CH2:14]=O.Cl, predict the reaction product. The product is: [C:4]1([C:1](=[O:3])[CH2:2][CH2:11][N:12]([CH3:14])[CH3:13])[CH2:9][CH2:8][CH2:7][CH2:6][CH:5]=1. (5) Given the reactants C([O:3][C:4]([C:6]1[N:7]([C:32]2[CH:37]=[CH:36][C:35]([O:38][CH:39]([CH3:41])[CH3:40])=[CH:34][CH:33]=2)[C:8]2[C:13]([C:14]=1Br)=[CH:12][C:11]([O:16][C:17]1[CH:22]=[CH:21][C:20]([O:23][CH:24]([CH3:26])[CH3:25])=[C:19]([O:27][C:28]([F:31])([F:30])[F:29])[CH:18]=1)=[CH:10][CH:9]=2)=[O:5])C.[CH3:42][C:43]([CH3:48])([CH3:47])[C:44]([NH2:46])=[O:45], predict the reaction product. The product is: [CH3:42][C:43]([CH3:48])([CH3:47])[C:44]([NH:46][C:14]1[C:13]2[C:8](=[CH:9][CH:10]=[C:11]([O:16][C:17]3[CH:22]=[CH:21][C:20]([O:23][CH:24]([CH3:25])[CH3:26])=[C:19]([O:27][C:28]([F:29])([F:31])[F:30])[CH:18]=3)[CH:12]=2)[N:7]([C:32]2[CH:33]=[CH:34][C:35]([O:38][CH:39]([CH3:41])[CH3:40])=[CH:36][CH:37]=2)[C:6]=1[C:4]([OH:3])=[O:5])=[O:45]. (6) Given the reactants [Cl:1][C:2]1[CH:3]=[C:4]([NH2:19])[CH:5]=[C:6]([NH:8][C:9]2[S:10][C:11]3[CH:17]=[C:16]([Cl:18])[CH:15]=[CH:14][C:12]=3[N:13]=2)[CH:7]=1.I.[C:21](=[NH:30])(SC)[C:22]1[CH:27]=[CH:26][CH:25]=[CH:24][CH:23]=1.[OH-].[Na+], predict the reaction product. The product is: [Cl:1][C:2]1[CH:3]=[C:4]([NH:19][C:21](=[NH:30])[C:22]2[CH:27]=[CH:26][CH:25]=[CH:24][CH:23]=2)[CH:5]=[C:6]([NH:8][C:9]2[S:10][C:11]3[CH:17]=[C:16]([Cl:18])[CH:15]=[CH:14][C:12]=3[N:13]=2)[CH:7]=1.